From a dataset of Full USPTO retrosynthesis dataset with 1.9M reactions from patents (1976-2016). Predict the reactants needed to synthesize the given product. (1) The reactants are: [Br:1][C:2]1[C:7]([CH2:8][OH:9])=[CH:6][CH:5]=[CH:4][N:3]=1.N1C=CN=C1.[CH3:15][C:16]([Si:19](Cl)([CH3:21])[CH3:20])([CH3:18])[CH3:17]. Given the product [Br:1][C:2]1[C:7]([CH2:8][O:9][Si:19]([C:16]([CH3:18])([CH3:17])[CH3:15])([CH3:21])[CH3:20])=[CH:6][CH:5]=[CH:4][N:3]=1, predict the reactants needed to synthesize it. (2) Given the product [NH2:30][CH2:29][CH2:28][CH2:27][CH2:26][N:25]1[C:24]2[CH:31]=[CH:32][CH:33]=[CH:34][C:23]=2[N:22]=[C:21]1[CH2:20][N:9]([CH2:8][CH2:7][C:1]1[CH:2]=[CH:3][CH:4]=[CH:5][CH:6]=1)[CH:10]1[C:19]2[N:18]=[CH:17][CH:16]=[CH:15][C:14]=2[CH2:13][CH2:12][CH2:11]1, predict the reactants needed to synthesize it. The reactants are: [C:1]1([CH2:7][CH2:8][N:9]([CH2:20][C:21]2[N:25]([CH2:26][CH2:27][CH2:28][C:29]#[N:30])[C:24]3[CH:31]=[CH:32][CH:33]=[CH:34][C:23]=3[N:22]=2)[CH:10]2[C:19]3[N:18]=[CH:17][CH:16]=[CH:15][C:14]=3[CH2:13][CH2:12][CH2:11]2)[CH:6]=[CH:5][CH:4]=[CH:3][CH:2]=1.NCCCN1C2C=CC=CC=2N=C1CN(C)C1C2N=CC=CC=2CCC1. (3) Given the product [CH:6]([C:5]1[CH:8]=[CH:9][C:2]([O:1][C:19]2[CH:26]=[CH:25][C:24]([C:27]([F:28])([F:30])[F:29])=[CH:23][C:20]=2[C:21]#[N:22])=[C:3]([O:10][CH3:11])[CH:4]=1)=[O:7], predict the reactants needed to synthesize it. The reactants are: [OH:1][C:2]1[CH:9]=[CH:8][C:5]([CH:6]=[O:7])=[CH:4][C:3]=1[O:10][CH3:11].C(=O)([O-])[O-].[Li+].[Li+].F[C:19]1[CH:26]=[CH:25][C:24]([C:27]([F:30])([F:29])[F:28])=[CH:23][C:20]=1[C:21]#[N:22].O. (4) Given the product [NH2:13][CH:9]([CH:4]1[CH2:5][CH2:6][CH2:7][CH2:2][CH2:3]1)[CH:10]([OH:12])[CH3:11], predict the reactants needed to synthesize it. The reactants are: Cl[C:2]1[CH:3]=[C:4]([C:9](=[N:13]O)[C:10](=[O:12])[CH3:11])[CH:5]=[CH:6][C:7]=1Cl. (5) Given the product [CH3:26][C:20]1([CH3:27])[CH2:19][CH:18]([NH:17][C:13]2[N:12]=[C:11]([C:6]3[C:5]4[C:9](=[CH:10][C:2](/[CH:30]=[CH:29]/[C:28]#[N:31])=[CH:3][CH:4]=4)[NH:8][CH:7]=3)[CH:16]=[CH:15][N:14]=2)[CH2:23][C:22]([CH3:24])([CH3:25])[NH:21]1, predict the reactants needed to synthesize it. The reactants are: Cl[C:2]1[CH:10]=[C:9]2[C:5]([C:6]([C:11]3[CH:16]=[CH:15][N:14]=[C:13]([NH:17][CH:18]4[CH2:23][C:22]([CH3:25])([CH3:24])[NH:21][C:20]([CH3:27])([CH3:26])[CH2:19]4)[N:12]=3)=[CH:7][NH:8]2)=[CH:4][CH:3]=1.[C:28](#[N:31])[CH:29]=[CH2:30].CCCC[N+](CCCC)(CCCC)CCCC.[F-]. (6) Given the product [C:4]([O:7][CH:8]=[O:10])(=[O:6])[CH3:5].[CH2:48]1[C:49]2[C:54](=[CH:53][CH:52]=[CH:51][CH:50]=2)[CH2:55][CH:47]1[N:39]([CH2:38][C:35]1[CH:36]=[CH:37][C:32]([O:31][C:28]2[CH:29]=[CH:30][C:25]([NH:21][C:22]([O:23][C:60]([CH3:59])([CH3:61])[CH3:11])=[O:24])=[C:26]([NH:56][CH:1]=[O:3])[CH:27]=2)=[CH:33][CH:34]=1)[C:40](=[O:41])[O:42][C:43]([CH3:45])([CH3:46])[CH3:44], predict the reactants needed to synthesize it. The reactants are: [CH:1]([OH:3])=O.[C:4]([O:7][C:8](=[O:10])C)(=[O:6])[CH3:5].[C:11](OC=O)(=O)C.CC([N:21]([C:25]1[CH:30]=[CH:29][C:28]([O:31][C:32]2[CH:37]=[CH:36][C:35]([CH2:38][N:39]([CH:47]3[CH2:55][C:54]4[C:49](=[CH:50][CH:51]=[CH:52][CH:53]=4)[CH2:48]3)[C:40]([O:42][C:43]([CH3:46])([CH3:45])[CH3:44])=[O:41])=[CH:34][CH:33]=2)=[CH:27][C:26]=1[NH2:56])[C:22](=[O:24])[O-:23])(C)C.O1[CH2:61][CH2:60][CH2:59]C1.